Predict which catalyst facilitates the given reaction. From a dataset of Catalyst prediction with 721,799 reactions and 888 catalyst types from USPTO. (1) Reactant: Cl[C:2]1[CH:3]=[C:4]2[N:11]([CH3:12])[CH2:10][CH2:9][N:5]2[C:6](=[O:8])[N:7]=1.[H-].[Na+].[Cl:15][C:16]1[CH:32]=[CH:31][C:19]([O:20][C:21]2[C:26]([F:27])=[CH:25][C:24]([CH2:28][OH:29])=[CH:23][C:22]=2[F:30])=[CH:18][C:17]=1[F:33]. Product: [Cl:15][C:16]1[CH:32]=[CH:31][C:19]([O:20][C:21]2[C:26]([F:27])=[CH:25][C:24]([CH2:28][O:29][C:2]3[CH:3]=[C:4]4[N:11]([CH3:12])[CH2:10][CH2:9][N:5]4[C:6](=[O:8])[N:7]=3)=[CH:23][C:22]=2[F:30])=[CH:18][C:17]=1[F:33]. The catalyst class is: 3. (2) Product: [O:11]=[C:6]1[N:7]([CH2:13][C:14]([O:16][CH2:17][CH3:18])=[O:15])[CH:8]=[CH:9][C:10]2[N:1]=[CH:2][CH:3]=[CH:4][C:5]1=2. Reactant: [N:1]1[C:10]2[CH:9]=[CH:8][N:7]=[C:6]([OH:11])[C:5]=2[CH:4]=[CH:3][CH:2]=1.I[CH2:13][C:14]([O:16][CH2:17][CH3:18])=[O:15].C(=O)([O-])[O-].[Cs+].[Cs+].CO. The catalyst class is: 1. (3) Reactant: [CH2:1]([O:3][C:4]([C:6]1[NH:7][C:8]([CH:18]=O)=[C:9]([CH2:12][CH2:13][C:14]([O:16][CH3:17])=[O:15])[C:10]=1[CH3:11])=[O:5])[CH3:2].[NH:20]1[C:28]2[C:23](=[CH:24][CH:25]=[CH:26][CH:27]=2)[CH2:22][C:21]1=[O:29]. Product: [CH2:1]([O:3][C:4]([C:6]1[NH:7][C:8]([CH:18]=[C:22]2[C:23]3[C:28](=[CH:27][CH:26]=[CH:25][CH:24]=3)[NH:20][C:21]2=[O:29])=[C:9]([CH2:12][CH2:13][C:14]([O:16][CH3:17])=[O:15])[C:10]=1[CH3:11])=[O:5])[CH3:2]. The catalyst class is: 495. (4) Reactant: [NH2:1][C:2]1[C:7]([N+:8]([O-])=O)=[CH:6][CH:5]=[CH:4][C:3]=1[CH2:11][CH2:12][OH:13].[H][H]. Product: [NH2:1][C:2]1[C:7]([NH2:8])=[CH:6][CH:5]=[CH:4][C:3]=1[CH2:11][CH2:12][OH:13]. The catalyst class is: 63. (5) Reactant: C(OC([N:8]1[CH2:13][CH2:12][CH:11]([CH2:14][N:15]2[CH2:21][CH2:20][CH2:19][C@H:18]([N:22]([CH2:29][C:30]3[CH:35]=[C:34]([C:36]([F:39])([F:38])[F:37])[CH:33]=[C:32]([C:40]([F:43])([F:42])[F:41])[CH:31]=3)[C:23]3[N:24]=[N:25][N:26]([CH3:28])[N:27]=3)[C:17]3[CH:44]=[C:45]([CH3:52])[C:46]([C:48]([F:51])([F:50])[F:49])=[CH:47][C:16]2=3)[CH2:10][CH2:9]1)=O)(C)(C)C.FC(F)(F)C(O)=O. Product: [F:39][C:36]([F:37])([F:38])[C:34]1[CH:35]=[C:30]([CH:31]=[C:32]([C:40]([F:41])([F:42])[F:43])[CH:33]=1)[CH2:29][N:22]([C@H:18]1[CH2:19][CH2:20][CH2:21][N:15]([CH2:14][CH:11]2[CH2:10][CH2:9][NH:8][CH2:13][CH2:12]2)[C:16]2[CH:47]=[C:46]([C:48]([F:49])([F:50])[F:51])[C:45]([CH3:52])=[CH:44][C:17]1=2)[C:23]1[N:24]=[N:25][N:26]([CH3:28])[N:27]=1. The catalyst class is: 46.